Dataset: Peptide-MHC class II binding affinity with 134,281 pairs from IEDB. Task: Regression. Given a peptide amino acid sequence and an MHC pseudo amino acid sequence, predict their binding affinity value. This is MHC class II binding data. (1) The peptide sequence is KLFEFNRNAIKTLQN. The MHC is DRB3_0101 with pseudo-sequence DRB3_0101. The binding affinity (normalized) is 0.225. (2) The peptide sequence is PIVNRNGEVIGLYGN. The MHC is DRB3_0101 with pseudo-sequence DRB3_0101. The binding affinity (normalized) is 0.282. (3) The MHC is DRB1_0405 with pseudo-sequence DRB1_0405. The binding affinity (normalized) is 0.0984. The peptide sequence is AIPKVPPGPNITATY. (4) The peptide sequence is KCKYPEGTKVTFHVE. The MHC is DRB3_0202 with pseudo-sequence DRB3_0202. The binding affinity (normalized) is 0. (5) The peptide sequence is EKKYFAATQSEPLAA. The MHC is HLA-DQA10101-DQB10501 with pseudo-sequence HLA-DQA10101-DQB10501. The binding affinity (normalized) is 0.204. (6) The peptide sequence is YLVGSNMTQRVVIALKK. The MHC is DRB1_1301 with pseudo-sequence DRB1_1301. The binding affinity (normalized) is 0.778. (7) The peptide sequence is GCNRLKRMAVSGDDC. The MHC is DRB1_1301 with pseudo-sequence DRB1_1301. The binding affinity (normalized) is 0.699. (8) The binding affinity (normalized) is 0.101. The MHC is HLA-DQA10501-DQB10201 with pseudo-sequence HLA-DQA10501-DQB10201. The peptide sequence is NLADAVSKAPQLVPK.